From a dataset of NCI-60 drug combinations with 297,098 pairs across 59 cell lines. Regression. Given two drug SMILES strings and cell line genomic features, predict the synergy score measuring deviation from expected non-interaction effect. Drug 1: CC1OCC2C(O1)C(C(C(O2)OC3C4COC(=O)C4C(C5=CC6=C(C=C35)OCO6)C7=CC(=C(C(=C7)OC)O)OC)O)O. Drug 2: C1=CC=C(C=C1)NC(=O)CCCCCCC(=O)NO. Cell line: CAKI-1. Synergy scores: CSS=57.1, Synergy_ZIP=-2.41, Synergy_Bliss=0.353, Synergy_Loewe=3.93, Synergy_HSA=4.84.